Dataset: Peptide-MHC class I binding affinity with 185,985 pairs from IEDB/IMGT. Task: Regression. Given a peptide amino acid sequence and an MHC pseudo amino acid sequence, predict their binding affinity value. This is MHC class I binding data. The peptide sequence is MPYAAHDPI. The MHC is HLA-B45:06 with pseudo-sequence HLA-B45:06. The binding affinity (normalized) is 0.213.